Task: Predict which catalyst facilitates the given reaction.. Dataset: Catalyst prediction with 721,799 reactions and 888 catalyst types from USPTO (1) Reactant: [Cl:1][C:2]1[C:3]([CH2:35][CH2:36][CH2:37][CH2:38][CH2:39][CH2:40][CH2:41][CH2:42][CH2:43][CH2:44][CH2:45][CH2:46][CH2:47][CH3:48])=[C:4]([C:7]2[S:8][C:9]3[N:10]=[C:11]([C:15]4[S:16][CH:17]=[C:18]([Cl:34])[C:19]=4[CH2:20][CH2:21][CH2:22][CH2:23][CH2:24][CH2:25][CH2:26][CH2:27][CH2:28][CH2:29][CH2:30][CH2:31][CH2:32][CH3:33])[S:12][C:13]=3[N:14]=2)[S:5][CH:6]=1.C([Li])CCC.[CH3:54][Sn:55](Cl)([CH3:57])[CH3:56]. Product: [CH3:54][Sn:55]([CH3:57])([CH3:56])[C:6]1[S:5][C:4]([C:7]2[S:8][C:9]3[N:10]=[C:11]([C:15]4[S:16][C:17]([Sn:55]([CH3:57])([CH3:56])[CH3:54])=[C:18]([Cl:34])[C:19]=4[CH2:20][CH2:21][CH2:22][CH2:23][CH2:24][CH2:25][CH2:26][CH2:27][CH2:28][CH2:29][CH2:30][CH2:31][CH2:32][CH3:33])[S:12][C:13]=3[N:14]=2)=[C:3]([CH2:35][CH2:36][CH2:37][CH2:38][CH2:39][CH2:40][CH2:41][CH2:42][CH2:43][CH2:44][CH2:45][CH2:46][CH2:47][CH3:48])[C:2]=1[Cl:1]. The catalyst class is: 27. (2) Reactant: [CH:1](O)=[O:2].C(OC(=O)C)(=O)C.[NH2:11][C:12]1[CH:21]=[C:20]2[C:15]([CH2:16][CH2:17][CH:18]([C:22]([O:24][CH2:25][CH3:26])=[O:23])[O:19]2)=[CH:14][CH:13]=1.C(N(CC)CC)C.C(=O)(O)[O-].[Na+]. Product: [CH:1]([NH:11][C:12]1[CH:21]=[C:20]2[C:15]([CH2:16][CH2:17][CH:18]([C:22]([O:24][CH2:25][CH3:26])=[O:23])[O:19]2)=[CH:14][CH:13]=1)=[O:2]. The catalyst class is: 1. (3) Reactant: [Si:1]([O:8][CH:9]1[CH2:13][N:12]([C:14]([O:16][C:17]([CH3:20])([CH3:19])[CH3:18])=[O:15])[CH:11](COS(C)(=O)=O)[CH2:10]1)([C:4]([CH3:7])([CH3:6])[CH3:5])([CH3:3])[CH3:2].[Li+].[B-](CC)(CC)CC. Product: [Si:1]([O:8][CH:9]1[CH2:10][CH2:11][N:12]([C:14]([O:16][C:17]([CH3:20])([CH3:19])[CH3:18])=[O:15])[CH2:13]1)([C:4]([CH3:7])([CH3:6])[CH3:5])([CH3:3])[CH3:2]. The catalyst class is: 1.